Dataset: Full USPTO retrosynthesis dataset with 1.9M reactions from patents (1976-2016). Task: Predict the reactants needed to synthesize the given product. (1) Given the product [CH3:16][C:13]1([CH3:17])[N:12]([CH2:22][C:21]2[CH:24]=[CH:25][CH:26]=[CH:27][C:20]=2[S:19][CH3:18])[N:11]([CH:2]2[CH:3]3[CH2:4][CH:5]4[CH2:6][CH:7]([CH2:8][CH:1]2[CH2:10]4)[CH2:9]3)[C:14]1=[O:15], predict the reactants needed to synthesize it. The reactants are: [CH:1]12[CH2:10][CH:5]3[CH2:6][CH:7]([CH2:9][CH:3]([CH2:4]3)[CH:2]1[N:11]1[C:14](=[O:15])[C:13]([CH3:17])([CH3:16])[NH:12]1)[CH2:8]2.[CH3:18][S:19][C:20]1[CH:27]=[CH:26][CH:25]=[CH:24][C:21]=1[CH2:22]Br. (2) Given the product [Cl:1][C:2]1[C:6]([Cl:7])=[CH:5][S:4][C:3]=1[S:9]([NH:12][C:13]1[C:18]([O:19][CH3:20])=[N:17][CH:16]=[CH:15][N:14]=1)(=[O:10])=[O:11], predict the reactants needed to synthesize it. The reactants are: [Cl:1][C:2]1[C:6]([Cl:7])=[C:5](Cl)[S:4][C:3]=1[S:9]([NH:12][C:13]1[C:18]([O:19][CH3:20])=[N:17][CH:16]=[CH:15][N:14]=1)(=[O:11])=[O:10].[H-].[Na+].C([Li])CCC.Cl. (3) Given the product [F:1][C:2]1[CH:3]=[C:4]([CH:36]=[CH:37][C:38]=1[F:39])[CH2:5][N:6]1[C:15](=[O:16])[C:14]([C:17]2[NH:22][C:21]3[CH:23]=[CH:24][C:25]([N:27]([CH3:40])[S:28]([CH3:31])(=[O:29])=[O:30])=[CH:26][C:20]=3[S:19](=[O:33])(=[O:32])[N:18]=2)=[C:13]([OH:34])[C@H:12]2[C@@H:7]1[C@H:8]1[CH2:35][C@@H:11]2[CH2:10][CH2:9]1.[F:1][C:2]1[CH:3]=[C:4]([CH:36]=[CH:37][C:38]=1[F:39])[CH2:5][N:6]1[C:15](=[O:16])[C:14]([C:17]2[N:22]([N:18]([CH3:17])[S:19]([CH3:20])(=[O:33])=[O:32])[C:21]3[CH:23]=[CH:24][CH:25]=[CH:26][C:20]=3[S:19](=[O:32])(=[O:33])[N:18]=2)=[C:13]([OH:34])[C@H:12]2[C@@H:7]1[C@H:8]1[CH2:35][C@@H:11]2[CH2:10][CH2:9]1, predict the reactants needed to synthesize it. The reactants are: [F:1][C:2]1[CH:3]=[C:4]([CH:36]=[CH:37][C:38]=1[F:39])[CH2:5][N:6]1[C:15](=[O:16])[C:14]([C:17]2[NH:22][C:21]3[CH:23]=[CH:24][C:25]([NH:27][S:28]([CH3:31])(=[O:30])=[O:29])=[CH:26][C:20]=3[S:19](=[O:33])(=[O:32])[N:18]=2)=[C:13]([OH:34])[C@H:12]2[C@@H:7]1[C@H:8]1[CH2:35][C@@H:11]2[CH2:10][CH2:9]1.[C:40](=O)([O-])[O-].[K+].[K+].IC. (4) Given the product [CH2:40]([O:39][C:37]([NH:1][CH:2]([C:10]([N:12]1[CH2:17][CH2:16][CH2:15][CH2:14][CH:13]1[C:18](=[O:35])[NH:19][CH:20]([C:32](=[O:34])[NH2:33])[CH2:21][C:22]1[CH:31]=[CH:30][C:29]2[C:24](=[CH:25][CH:26]=[CH:27][CH:28]=2)[CH:23]=1)=[O:11])[CH2:3][S:4][CH2:5][P:6](=[O:8])([OH:7])[OH:9])=[O:38])[C:41]1[CH:46]=[CH:45][CH:44]=[CH:43][CH:42]=1, predict the reactants needed to synthesize it. The reactants are: [NH2:1][CH:2]([C:10]([N:12]1[CH2:17][CH2:16][CH2:15][CH2:14][CH:13]1[C:18](=[O:35])[NH:19][CH:20]([C:32](=[O:34])[NH2:33])[CH2:21][C:22]1[CH:31]=[CH:30][C:29]2[C:24](=[CH:25][CH:26]=[CH:27][CH:28]=2)[CH:23]=1)=[O:11])[CH2:3][S:4][CH2:5][P:6](=[O:9])([OH:8])[OH:7].Cl[C:37]([O:39][CH2:40][C:41]1[CH:46]=[CH:45][CH:44]=[CH:43][CH:42]=1)=[O:38].CCN(C(C)C)C(C)C. (5) Given the product [N:20]1[CH:19]=[CH:18][C:17]([CH2:16][C:15]([C:12]2[CH:11]=[CH:10][C:9]([CH2:34][O:35][Si:36]([CH:37]([CH3:39])[CH3:38])([CH:43]([CH3:45])[CH3:44])[CH:40]([CH3:42])[CH3:41])=[CH:14][CH:13]=2)=[O:23])=[CH:22][CH:21]=1, predict the reactants needed to synthesize it. The reactants are: C(O[C:9]1[CH:14]=[CH:13][C:12]([C:15](=[O:23])[CH2:16][C:17]2[CH:22]=[CH:21][N:20]=[CH:19][CH:18]=2)=[CH:11][CH:10]=1)C1C=CC=CC=1.CON(C)C(=O)C1C=CC([CH2:34][O:35][Si:36]([CH:43]([CH3:45])[CH3:44])([CH:40]([CH3:42])[CH3:41])[CH:37]([CH3:39])[CH3:38])=CC=1. (6) Given the product [S:39]1[CH:40]=[CH:41][N:42]=[C:38]1[C:9]1[CH:14]=[CH:13][C:12]([O:15][CH2:16][CH2:17][N:18]([CH2:31][C:32]([F:33])([F:34])[F:35])[C:19]2[CH:26]=[CH:25][C:22]([C:23]#[N:24])=[C:21]([C:27]([F:30])([F:28])[F:29])[CH:20]=2)=[CH:11][CH:10]=1, predict the reactants needed to synthesize it. The reactants are: CC1(C)C(C)(C)OB([C:9]2[CH:14]=[CH:13][C:12]([O:15][CH2:16][CH2:17][N:18]([CH2:31][C:32]([F:35])([F:34])[F:33])[C:19]3[CH:26]=[CH:25][C:22]([C:23]#[N:24])=[C:21]([C:27]([F:30])([F:29])[F:28])[CH:20]=3)=[CH:11][CH:10]=2)O1.Br[C:38]1[S:39][CH:40]=[CH:41][N:42]=1.C([O-])([O-])=O.[Na+].[Na+].C1(C)C=CC=CC=1. (7) Given the product [F:11][C:10]1[CH:9]=[C:8]2[C:4]([C:5]([C:21]3[CH:22]=[N:23][N:24]([CH:26]4[CH2:27][N:36]([C:38]([O:40][C:41]([CH3:44])([CH3:43])[CH3:42])=[O:39])[CH2:35]4)[CH:25]=3)=[CH:6][NH:7]2)=[CH:3][CH:2]=1, predict the reactants needed to synthesize it. The reactants are: F[C:2]1[CH:3]=[C:4]2[C:8](=[CH:9][C:10]=1[F:11])[N:7](S(C1C=CC=CC=1)(=O)=O)[CH:6]=[C:5]2[C:21]1[CH:22]=[N:23][N:24]([CH2:26][CH:27]2CCNCC2)[CH:25]=1.IC1C[N:36]([C:38]([O:40][C:41]([CH3:44])([CH3:43])[CH3:42])=[O:39])[CH2:35]1.[H-].[Na+].[OH-].[Na+].